The task is: Predict the reactants needed to synthesize the given product.. This data is from Full USPTO retrosynthesis dataset with 1.9M reactions from patents (1976-2016). Given the product [OH:2][C@H:1]([C:36]1[CH:41]=[CH:40][CH:39]=[CH:38][CH:37]=1)[C@H:3]1[N:8]([C:9]([C:11]2[CH:15]=[C:14]([CH3:16])[N:13]([C:17]3[CH:22]=[CH:21][CH:20]=[CH:19][CH:18]=3)[C:12]=2[C:23]2[CH:28]=[CH:27][CH:26]=[CH:25][CH:24]=2)=[O:10])[CH2:7][CH2:6][N:5]([C:29]([O:31][C:32]([CH3:35])([CH3:34])[CH3:33])=[O:30])[CH2:4]1.[OH:2][C@@H:1]([C:36]1[CH:41]=[CH:40][CH:39]=[CH:38][CH:37]=1)[C@H:3]1[N:8]([C:9]([C:11]2[CH:15]=[C:14]([CH3:16])[N:13]([C:17]3[CH:22]=[CH:21][CH:20]=[CH:19][CH:18]=3)[C:12]=2[C:23]2[CH:28]=[CH:27][CH:26]=[CH:25][CH:24]=2)=[O:10])[CH2:7][CH2:6][N:5]([C:29]([O:31][C:32]([CH3:35])([CH3:34])[CH3:33])=[O:30])[CH2:4]1, predict the reactants needed to synthesize it. The reactants are: [CH:1]([C@H:3]1[N:8]([C:9]([C:11]2[CH:15]=[C:14]([CH3:16])[N:13]([C:17]3[CH:22]=[CH:21][CH:20]=[CH:19][CH:18]=3)[C:12]=2[C:23]2[CH:28]=[CH:27][CH:26]=[CH:25][CH:24]=2)=[O:10])[CH2:7][CH2:6][N:5]([C:29]([O:31][C:32]([CH3:35])([CH3:34])[CH3:33])=[O:30])[CH2:4]1)=[O:2].[C:36]1([Mg]Br)[CH:41]=[CH:40][CH:39]=[CH:38][CH:37]=1.[Cl-].[NH4+].